Binary Classification. Given a miRNA mature sequence and a target amino acid sequence, predict their likelihood of interaction. From a dataset of Experimentally validated miRNA-target interactions with 360,000+ pairs, plus equal number of negative samples. (1) The miRNA is hsa-miR-335-5p with sequence UCAAGAGCAAUAACGAAAAAUGU. The protein sequence of the target gene is MRHVQAEPSPSSEPEAGPSQPPVRQGALQGGLLMGYSPAGGATSPGVYQVSIFSPPAGTSEPHRALKRQAPSTEGPRELKRGPGLGAREGLPPEEPSTVGLLGPEGPGLGLGVASQHFSHRGLCVVEQRSSVTSSWTSGAWSPPCPPSNASCNTLHTRDWASPDPGGQGSLGESPGPAPPGQLHTLDTDLHSLAQIGGKSPVAGVGNGGSLWPRESPGTANGHSPEHTPPGPGPPGPCPTKRRLLPAGEAPDVSSEEEGPAPRRRRGSLGHPTAANSSDAKATPFWSHLLPGPKEPVLDP.... Result: 1 (interaction). (2) The miRNA is hsa-miR-3199 with sequence AGGGACUGCCUUAGGAGAAAGUU. The protein sequence of the target gene is MAGQRTCQRRSSRAGPGKMQEPPKSIEEFLKFQNWDYWPREIHFRDDDKWSCTLKKIKEDSSFVSIYTHLWENVPRIFEALLIMESKLKEYSLILQNHTSEIFKWKSMISETSSYRKLERYGEFLKKYHKKKKIMLSDEMETEKNIEGCSFTGFKANELTQLPRHLDAEQIYLFILKAHNFDERVFKIWKTHFLSEASIALLHDSFWWWFLHKFRPDRENQDCLFDRISESYVTLFMSIPLSRKDAFFQIYPDCLAQAIYATFHEAFPESSYLFNDEFKEDLGNNIFLWCSGLKPQKGFW.... Result: 0 (no interaction). (3) The miRNA is hsa-miR-524-5p with sequence CUACAAAGGGAAGCACUUUCUC. The protein sequence of the target gene is MMTKVLGMAPVLGPRPPQEQVGPLMVKVEEKEEKGKYLPSLEMFRQRFRQFGYHDTPGPREALSQLRVLCCEWLRPEIHTKEQILELLVLEQFLTILPQELQAWVQEHCPESAEEAVTLLEDLERELDEPGHQVSTPPNEQKPVWEKISSSGTAKESPSSMQPQPLETSHKYESWGPLYIQESGEEQEFAQDPRKVRDCRLSTQHEESADEQKGSEAEGLKGDIISVIIANKPEASLERQCVNLENEKGTKPPLQEAGSKKGRESVPTKPTPGERRYICAECGKAFSNSSNLTKHRRTHT.... Result: 1 (interaction). (4) The miRNA is hsa-miR-1206 with sequence UGUUCAUGUAGAUGUUUAAGC. The protein sequence of the target gene is MPSERCLSIQEMLTGQRLCHSESHNDSVLAALNQQRSDGILCDITLIAEEQKFHAHKAVLAACSDYFRAMFSLCMVESGADEVNLHGVTSLGLKQALEFAYTGQILLEPGVIQDVLAAGSHLQLLELLNLCSHYLIQELNSFNYLDLYRLADLFNLTLLEKAVIDFLVKHLSELLKSRPEEVLTLPYCLLQEVLKSDRLTSLSEEQIWQLAVRWLEHNCHYQYMDELLQYIRFGLMDVDTLHTVALSHPLVQASETATALVNEALEYHQSIYAQPVWQTRRTKPRFQSDTLYIIGGKKRE.... Result: 0 (no interaction).